This data is from Full USPTO retrosynthesis dataset with 1.9M reactions from patents (1976-2016). The task is: Predict the reactants needed to synthesize the given product. (1) Given the product [C:23]([NH:1][CH2:2][C:3]([NH:5][C:6]1[CH:11]=[CH:10][C:9]([O:12][CH2:13][C:14]2[CH:15]=[CH:16][C:17]([F:20])=[CH:18][CH:19]=2)=[CH:8][C:7]=1[F:21])=[O:4])(=[O:25])[CH3:24], predict the reactants needed to synthesize it. The reactants are: [NH2:1][CH2:2][C:3]([NH:5][C:6]1[CH:11]=[CH:10][C:9]([O:12][CH2:13][C:14]2[CH:19]=[CH:18][C:17]([F:20])=[CH:16][CH:15]=2)=[CH:8][C:7]=1[F:21])=[O:4].Cl.[C:23](Cl)(=[O:25])[CH3:24].C(N(CC)CC)C. (2) Given the product [Cl:20][C:21]1[CH:22]=[C:23]([NH:28][C:29](=[S:30])[NH:19][CH2:18][C:4]2[CH:5]=[C:6]([CH:16]=[CH:17][C:3]=2[O:2][CH3:1])[C:7]([NH:9][C:10]2[CH:15]=[CH:14][CH:13]=[CH:12][CH:11]=2)=[O:8])[CH:24]=[C:25]([Cl:27])[CH:26]=1, predict the reactants needed to synthesize it. The reactants are: [CH3:1][O:2][C:3]1[CH:17]=[CH:16][C:6]([C:7]([NH:9][C:10]2[CH:15]=[CH:14][CH:13]=[CH:12][CH:11]=2)=[O:8])=[CH:5][C:4]=1[CH2:18][NH2:19].[Cl:20][C:21]1[CH:22]=[C:23]([N:28]=[C:29]=[S:30])[CH:24]=[C:25]([Cl:27])[CH:26]=1. (3) Given the product [F:61][CH:38]([F:37])[O:39][C:40]1[C:41]2[CH2:50][NH:49][CH2:48][CH2:47][C:42]=2[N:43]=[C:44]([CH3:46])[N:45]=1, predict the reactants needed to synthesize it. The reactants are: OC1C2CN(C(OCC3C=CC=CC=3)=O)CCC=2N=C(C)N=1.ClC(F)(F)C([O-])=O.[Na+].C(=O)([O-])[O-].[Cs+].[Cs+].[F:37][CH:38]([F:61])[O:39][C:40]1[C:41]2[CH2:50][N:49](C(OCC3C=CC=CC=3)=O)[CH2:48][CH2:47][C:42]=2[N:43]=[C:44]([CH3:46])[N:45]=1.